The task is: Predict which catalyst facilitates the given reaction.. This data is from Catalyst prediction with 721,799 reactions and 888 catalyst types from USPTO. (1) Product: [NH2:98][C:2]1[N:7]=[CH:6][C:5]([N:8]([CH3:25])[C:9](=[O:24])[C:10]2[CH:15]=[C:14]([C:16]([F:19])([F:18])[F:17])[CH:13]=[C:12]([C:20]([F:23])([F:22])[F:21])[CH:11]=2)=[C:4]([C:26]2[CH:31]=[CH:30][CH:29]=[CH:28][C:27]=2[CH3:32])[CH:3]=1. Reactant: I[C:2]1[N:7]=[CH:6][C:5]([N:8]([CH3:25])[C:9](=[O:24])[C:10]2[CH:15]=[C:14]([C:16]([F:19])([F:18])[F:17])[CH:13]=[C:12]([C:20]([F:23])([F:22])[F:21])[CH:11]=2)=[C:4]([C:26]2[CH:31]=[CH:30][CH:29]=[CH:28][C:27]=2[CH3:32])[CH:3]=1.CC(C)([O-])C.[Na+].C1C=CC(P(C2C(C3C(P(C4C=CC=CC=4)C4C=CC=CC=4)=CC=C4C=3C=CC=C4)=C3C(C=CC=C3)=CC=2)C2C=CC=CC=2)=CC=1.C(=[NH:98])(C1C=CC=CC=1)C1C=CC=CC=1.Cl.C([O-])(O)=O.[Na+]. The catalyst class is: 164. (2) Reactant: Cl.[CH3:2][O:3][C:4]1[CH:5]=[C:6]2[C:11](=[CH:12][C:13]=1[O:14][CH2:15][CH:16]1[CH2:21][CH2:20][NH:19][CH2:18][CH2:17]1)[N:10]=[CH:9][N:8]([CH2:22][O:23][C:24](=[O:29])[C:25]([CH3:28])([CH3:27])[CH3:26])[C:7]2=[O:30].[OH-].[Na+]. Product: [CH3:2][O:3][C:4]1[CH:5]=[C:6]2[C:11](=[CH:12][C:13]=1[O:14][CH2:15][CH:16]1[CH2:17][CH2:18][NH:19][CH2:20][CH2:21]1)[N:10]=[CH:9][N:8]([CH2:22][O:23][C:24](=[O:29])[C:25]([CH3:26])([CH3:27])[CH3:28])[C:7]2=[O:30]. The catalyst class is: 6. (3) Reactant: Cl[C:2]1[N:10]=[C:9]([CH3:11])[CH:8]=[CH:7][C:3]=1[C:4]([OH:6])=[O:5].[NH2:12][C:13]1[CH:21]=[C:20]2[C:16]([CH:17]=[N:18][NH:19]2)=[CH:15][CH:14]=1.N1C=CC=CC=1.O. Product: [NH:19]1[C:20]2[C:16](=[CH:15][CH:14]=[C:13]([NH:12][C:2]3[N:10]=[C:9]([CH3:11])[CH:8]=[CH:7][C:3]=3[C:4]([OH:6])=[O:5])[CH:21]=2)[CH:17]=[N:18]1. The catalyst class is: 5. (4) Reactant: [NH2:1][N:2]1[C:7]([CH2:8][CH:9](OC)OC)=[CH:6][C:5]([CH3:14])=[C:4]([C:15]#[N:16])[C:3]1=[O:17].[ClH:18]. Product: [ClH:18].[CH3:14][C:5]1[CH:6]=[C:7]2[CH:8]=[CH:9][NH:1][N:2]2[C:3](=[O:17])[C:4]=1[C:15]#[N:16]. The catalyst class is: 1. (5) Reactant: [OH:1][CH2:2][CH2:3][N:4]1[C:12]2[C:7](=[C:8]([C:15]([F:18])([F:17])[F:16])[C:9]([C:13]#[N:14])=[CH:10][CH:11]=2)[CH:6]=[C:5]1[CH3:19].C1C=CC(COC(/N=N/C(OCC2C=CC=CC=2)=O)=O)=CC=1.C1C=CC(P(C2C=CC=CC=2)C2C=CC=CC=2)=CC=1.[F:61][C:62]([F:71])([F:70])[C:63]1[CH:64]=[CH:65][C:66](=O)[NH:67][CH:68]=1. Product: [CH3:19][C:5]1[N:4]([CH2:3][CH2:2][O:1][C:66]2[CH:65]=[CH:64][C:63]([C:62]([F:71])([F:70])[F:61])=[CH:68][N:67]=2)[C:12]2[C:7]([CH:6]=1)=[C:8]([C:15]([F:18])([F:16])[F:17])[C:9]([C:13]#[N:14])=[CH:10][CH:11]=2. The catalyst class is: 2.